From a dataset of Catalyst prediction with 721,799 reactions and 888 catalyst types from USPTO. Predict which catalyst facilitates the given reaction. (1) Reactant: CN(C(ON1N=[N:16][C:11]2[CH:12]=[CH:13][CH:14]=[N:15][C:10]1=2)=[N+](C)C)C.F[P-](F)(F)(F)(F)F.C1C=NC2N([OH:34])N=NC=2C=1.NC1[C:37]([OH:47])=[C:38]([S:43]([OH:46])(=[O:45])=[O:44])[CH:39]=[C:40]([Cl:42])[CH:41]=1.N1[CH:53]=[CH:52]C=CC=1.[C:54]([OH:60])(C(F)(F)F)=[O:55]. Product: [NH2:16][C@H:11]([C:54]([O:60][CH2:52][CH3:53])=[O:55])[CH2:12][CH2:13][C:14]([NH:15][C:10]1[C:37]([OH:47])=[C:38]([S:43]([OH:46])(=[O:44])=[O:45])[CH:39]=[C:40]([Cl:42])[CH:41]=1)=[O:34]. The catalyst class is: 3. (2) Reactant: [CH3:1][O:2][C:3]([C:5]1[O:6][C:7]([N+:10]([O-])=O)=[CH:8][CH:9]=1)=[O:4]. Product: [CH3:1][O:2][C:3]([C:5]1[O:6][C:7]([NH2:10])=[CH:8][CH:9]=1)=[O:4]. The catalyst class is: 50.